Dataset: Full USPTO retrosynthesis dataset with 1.9M reactions from patents (1976-2016). Task: Predict the reactants needed to synthesize the given product. (1) Given the product [CH3:15][C:16]1[C:20]([C:21]2[CH:26]=[C:25]([NH2:27])[C:24]([NH2:28])=[C:23]([C:3]3[C:2]([CH3:1])=[CH:11][CH:10]=[C:9]4[C:4]=3[CH:5]=[CH:6][CH:7]=[N:8]4)[CH:22]=2)=[C:19]([CH3:30])[O:18][N:17]=1, predict the reactants needed to synthesize it. The reactants are: [CH3:1][C:2]1[C:3](B(O)O)=[C:4]2[C:9](=[CH:10][CH:11]=1)[N:8]=[CH:7][CH:6]=[CH:5]2.[CH3:15][C:16]1[C:20]([C:21]2[CH:26]=[C:25]([NH2:27])[C:24]([NH2:28])=[C:23](I)[CH:22]=2)=[C:19]([CH3:30])[O:18][N:17]=1.C(=O)([O-])[O-].[Cs+].[Cs+]. (2) Given the product [NH:8]1[C:9]2[C:14](=[CH:13][CH:12]=[CH:11][CH:10]=2)[C:6]([CH2:5][C@@H:2]([NH:1][C:19]2[N:24]=[C:23]([C:25]3[CH:34]=[CH:33][C:32]4[C:27](=[CH:28][CH:29]=[CH:30][CH:31]=4)[CH:26]=3)[CH:22]=[CH:21][N:20]=2)[CH2:3][OH:4])=[CH:7]1, predict the reactants needed to synthesize it. The reactants are: [NH2:1][C@H:2]([CH2:5][C:6]1[C:14]2[C:9](=[CH:10][CH:11]=[CH:12][CH:13]=2)[NH:8][CH:7]=1)[CH2:3][OH:4].CS([C:19]1[N:24]=[C:23]([C:25]2[CH:34]=[CH:33][C:32]3[C:27](=[CH:28][CH:29]=[CH:30][CH:31]=3)[CH:26]=2)[CH:22]=[CH:21][N:20]=1)(=O)=O.C(N(C(C)C)CC)(C)C.O. (3) Given the product [CH3:38][Si:9]([CH3:39])([CH3:8])[CH2:10][CH2:11][O:12][CH2:13][N:14]1[C:18]([C:19]2[CH:20]=[CH:21][C:22]([O:23][C:24]3[CH:32]=[CH:31][C:30]4[C:26](=[CH:27][N:28]([CH2:5][CH2:4][CH2:3][OH:2])[N:29]=4)[CH:25]=3)=[CH:36][CH:37]=2)=[CH:17][CH:16]=[N:15]1, predict the reactants needed to synthesize it. The reactants are: C[O:2][C:3](=O)[CH2:4][CH2:5]Br.[CH3:8][Si:9]([CH3:39])([CH3:38])[CH2:10][CH2:11][O:12][CH2:13][N:14]1[C:18]([C:19]2[CH:37]=[CH:36][C:22]([O:23][C:24]3[CH:25]=[C:26]4[C:30](=[CH:31][CH:32]=3)[N:29](CCO)[N:28]=[CH:27]4)=[CH:21][CH:20]=2)=[CH:17][CH:16]=[N:15]1. (4) Given the product [OH:40][C@H:37]1[CH2:38][CH2:39][C@H:34]([NH:33][C:2]2[CH:9]=[C:8]([N:10]3[C:18]4[C:13](=[C:14]([C:19]5[CH:20]=[N:21][C:22]6[C:27]([CH:28]=5)=[CH:26][CH:25]=[CH:24][CH:23]=6)[CH:15]=[CH:16][CH:17]=4)[C:12]([C:29]([F:32])([F:31])[F:30])=[N:11]3)[CH:7]=[CH:6][C:3]=2[C:4]#[N:5])[CH2:35][CH2:36]1, predict the reactants needed to synthesize it. The reactants are: Br[C:2]1[CH:9]=[C:8]([N:10]2[C:18]3[C:13](=[C:14]([C:19]4[CH:20]=[N:21][C:22]5[C:27]([CH:28]=4)=[CH:26][CH:25]=[CH:24][CH:23]=5)[CH:15]=[CH:16][CH:17]=3)[C:12]([C:29]([F:32])([F:31])[F:30])=[N:11]2)[CH:7]=[CH:6][C:3]=1[C:4]#[N:5].[NH2:33][C@H:34]1[CH2:39][CH2:38][C@H:37]([OH:40])[CH2:36][CH2:35]1.C(=O)([O-])[O-].[Cs+].[Cs+].C1(P(C2C=CC=CC=2)C2C3OC4C(=CC=CC=4P(C4C=CC=CC=4)C4C=CC=CC=4)C(C)(C)C=3C=CC=2)C=CC=CC=1.